From a dataset of Peptide-MHC class I binding affinity with 185,985 pairs from IEDB/IMGT. Regression. Given a peptide amino acid sequence and an MHC pseudo amino acid sequence, predict their binding affinity value. This is MHC class I binding data. (1) The peptide sequence is VLYDEFVTI. The MHC is H-2-Ld with pseudo-sequence H-2-Ld. The binding affinity (normalized) is 0. (2) The peptide sequence is VMLLDIDYF. The MHC is HLA-B44:02 with pseudo-sequence HLA-B44:02. The binding affinity (normalized) is 0.0847. (3) The peptide sequence is FRNDLQFGF. The MHC is Mamu-B17 with pseudo-sequence Mamu-B17. The binding affinity (normalized) is 0.520. (4) The peptide sequence is RLFDFNKQA. The MHC is HLA-A02:01 with pseudo-sequence HLA-A02:01. The binding affinity (normalized) is 0.644. (5) The peptide sequence is DTVTYKCPLI. The binding affinity (normalized) is 0.503. The MHC is HLA-A68:02 with pseudo-sequence HLA-A68:02. (6) The peptide sequence is ILGETAWDF. The MHC is HLA-B15:01 with pseudo-sequence HLA-B15:01. The binding affinity (normalized) is 0.421.